This data is from Reaction yield outcomes from USPTO patents with 853,638 reactions. The task is: Predict the reaction yield, written as a fraction of the theoretical maximum amount of product (1.0 means a 100% yield; for example, 0.34 means a 34% yield). The reactants are [CH3:1][N:2]1[CH2:7][CH2:6][N:5]([C:8]2[CH:13]=[CH:12][C:11]([N+:14]([O-:16])=[O:15])=[CH:10][C:9]=2[CH2:17]O)[CH2:4][CH2:3]1.S(Cl)(Cl)=O.[C:23]([NH2:27])([CH3:26])([CH3:25])[CH3:24]. The catalyst is C1COCC1. The product is [C:23]([NH:27][CH2:17][C:9]1[CH:10]=[C:11]([N+:14]([O-:16])=[O:15])[CH:12]=[CH:13][C:8]=1[N:5]1[CH2:6][CH2:7][N:2]([CH3:1])[CH2:3][CH2:4]1)([CH3:26])([CH3:25])[CH3:24]. The yield is 1.00.